This data is from B-cell epitopes from IEDB database with 3,159 antigens for binding position prediction. The task is: Token-level Classification. Given an antigen amino acid sequence, predict which amino acid positions are active epitope sites capable of antibody binding. Output is a list of indices for active positions. (1) Given the antigen sequence: EFRHDSGYEVHHQKLVFFAEDVGSNKGAIIGLMVGGVVIATVIVITLVMLKKKQYTSIHHGVVEVDAAVTPEERHLSKMQQNGSENPTYKFFEQMQN, which amino acid positions are active epitope sites? The epitope positions are: [35, 36, 37, 38, 39, 40]. The amino acids at these positions are: GVVIAT. (2) Given the antigen sequence: MSFIPVAEDSDFPIQNLPYGVFSTQSNPKPRIGVAIGDQILDLSVIKHLFTGPALSKHQHVFDETTLNNFMGLGQAAWKEARASLQNLLSASQARLRDDKELRQRAFTSQASATMHLPATIGDYTDFYSSRQHATNVGIMFRGKENALLPNWLHLPVGYHGRASSIVVSGTPIRRPMGQMRPDNSKPPVYGACRLLDMELEMAFFVGPGNRFGEPIPISKAHEHIFGMVLMNDWSARDIQQWEYVPLGPFLGKSFGTTISPWVVPMDALMPFVVPNPKQDPKPLPYLCHSQPYTFDINLSVSLKGEGMSQAATICRSNFKHMYWTMLQQLTHHSVNGCNLRPGDLLASGTISGSDPESFGSMLELSWKGTKAIDVGQGQTRTFLLDGDEVIITGHCQGDGYRVGFGQCAGKVLPALSPA, which amino acid positions are active epitope sites? The epitope positions are: [22, 23, 24, 25, 26, 27, 28, 29, 30, 31]. The amino acids at these positions are: STQSNPKPRI. (3) The epitope positions are: [258, 259, 260, 261, 262, 263, 264, 265, 266, 267, 268, 269, 270, 271, 272, 273, 274, 275, 276]. The amino acids at these positions are: GRIVVDYMVQKSGKTGTIT. Given the antigen sequence: MKAIIVLLMVVTSNADRICTGITSSNSPHVVKTATQGEVNVTGVIPLTTTPTKSHFANLKGTETRGKLCPKCLNCTDLDVALGRPKCTGKIPSARVSILHEVRPVTSGCFPIMHDRTKIRQLPNLLRGYEHIRLSTHNVINAENAPGGPYKIGTSGSCPNITNGNGFFATMAWAVPKNDKNKTATNPLTIEVPYICTEGEDQITVWGFHSDNETQMAKLYGDSKPQKFTSSANGVTTHYVSQIGGFPNQTEDGGLPQSGRIVVDYMVQKSGKTGTITYQRGILLPQKVWCASGRSKVIKGSLPLIGEADCLHEKYGGLNKSKPYYTGEHAKAIGNCPIWVKTPLKLANGTKYRPPAKLLKERGFFGAIAGFLEGGWEGMIAGWHGYTSHGAHGVAVAADLKSTQEAINKITKNLNSLSELEVKNLQRLSGAMDELHNEILELDEKVDDLRADTISSQIELAVLLSNEGIINSEDEHLLALERKLKKMLGPSAVEIGNGCF..., which amino acid positions are active epitope sites? (4) Given the antigen sequence: MDTETSPLLSHNLSTREGIKQSTQGLLAHTIARYPGTTAILLGILILLVIILIIVAIVYYNRSVDCKSSMPKPPPSYYVQQPEPHHHFPVFFRKRKNSTSLQSHIPSDEQLAELAHS, which amino acid positions are active epitope sites? The epitope positions are: [91, 92, 93, 94, 95, 96, 97, 98, 99, 100, 101, 102, 103, 104, 105, 106, 107, 108, 109, 110]. The amino acids at these positions are: FRKRKNSTSLQSHIPSDEQL. (5) Given the antigen sequence: MRKLYCVLLLSAFEFTYMINFGRGQNYWEHPYQNSDVYRPINEHREHPKEYEYPLHQEHTYQQEDSGEDENTLQHAYPIDHEGAEPAPQEQNLFSSIEIVERSNYMGNPWTEYMAKYDIEEVHGSGIRVDLGEDAEVAGTQYRLPSGKCPVFGKGIIIENSNTTFLTPVATGNQYLKDGGFAFPPTEPLMSPMTLDEMRHFYKDNKYVKNLDELTLCSRHAGNMIPDNDKNSNYKYPAVYDDKDKKCHILYIAAQENNGPRYCNKDESKRNSMFCFRPAKDISFQNYTYLSKNVVDNWEKVCPRKNLQNAKFGLWVDGNCEDIPHVNEFPAIDLFECNKLVFELSASDQPKQYEQHLTDYEKIKEGFKNKNASMIKSAFLPTGAFKADRYKSHGKGYNWGNYNTETQKCEIFNVKPTCLINNSSYIATTALSHPIEVENNFPCSLYKDEIMKEIERESKRIKLNDNDDEGNKKIIAPRIFISDDKDSLKCPCDPEMVSNS..., which amino acid positions are active epitope sites? The epitope positions are: [133, 134, 135, 136, 137, 138, 139, 140, 141, 142, 143, 144, 145, 146, 147, 148, 149, 150, 151, 152]. The amino acids at these positions are: DAEVAGTQYRLPSGKCPVFG. (6) The epitope positions are: [1902, 1903, 1904, 1905, 1906, 1907, 1908, 1909, 1910, 1911, 1912, 1913, 1914, 1915, 1916, 1917, 1918, 1919, 1920, 1921... (22 total positions)]. The amino acids at these positions are: EKKLDILKVNISNINNSLDKLK. Given the antigen sequence: MQRWIFCNIVLHILIYLAEFSHEQESYSSNEKIRKDYSDDNNYEPTPSYEKRKKEYGKDESYIKNYRGNNFSYDLSKNSSIFLHMGNGSNSKTLKRCNKKKNIKTNFLRPIEEEKTVLNNYVYKGVNFLDTIKRNDSSYKFDVYKDTSFLKNREYKELITMQYDYAYLEATKEVLYLIPKDKDYHKFYKNELEEILFNLKDSLKLLREGYIQSKLEMIRIHSDIDILNEFHQGNIINDNYFNNEIKKKKEDVEKYIREYNLYIYKYENQLKIKIQKLTNEVSINLNKSTCEKNCYNYILKLEKYKNIIKDKINKWKDLPEIYIDDKSFSYTFLKDVINNKIDIYKTISSFISTQKQLYYLEYIYIMNKNTLNLLSYNIQKTDINSSSKYTYTKSHFLKDNHILLSKYYTAKFIDILNKTYYYNLYKNKILLFNKYIINLRNDLKEYAFKSIQFIQDKIKKHKDELSIENILQEVNNIYIKYDTSINEISKYNNLIINTDL..., which amino acid positions are active epitope sites?